This data is from Blood-brain barrier permeability classification from the B3DB database. The task is: Regression/Classification. Given a drug SMILES string, predict its absorption, distribution, metabolism, or excretion properties. Task type varies by dataset: regression for continuous measurements (e.g., permeability, clearance, half-life) or binary classification for categorical outcomes (e.g., BBB penetration, CYP inhibition). Dataset: b3db_classification. (1) The drug is Cc1ccc2c(OCCN3CCC(Cc4ccc5c(c4)NC(=O)CO5)CC3)cccc2n1. The result is 1 (penetrates BBB). (2) The compound is C=CC[C@]1([C@H](C)C#CCC)C(=O)NC(=O)N(C)C1=O. The result is 1 (penetrates BBB). (3) The compound is Cc1c(F)c(N2CCNC(C)C2)cc2c1c(=O)c(C(=O)O)cn2C1CC1. The result is 0 (does not penetrate BBB).